From a dataset of Reaction yield outcomes from USPTO patents with 853,638 reactions. Predict the reaction yield, written as a fraction of the theoretical maximum amount of product (1.0 means a 100% yield; for example, 0.34 means a 34% yield). (1) The reactants are [I:1][C:2]1[C:10]2[CH2:9][CH2:8][C:7]([CH3:12])([CH3:11])[CH2:6][C:5]=2[NH:4][N:3]=1.[CH3:13]C([O-])(C)C.[K+].IC. The catalyst is C1COCC1. The product is [I:1][C:2]1[C:10]2[CH2:9][CH2:8][C:7]([CH3:12])([CH3:11])[CH2:6][C:5]=2[N:4]([CH3:13])[N:3]=1. The yield is 0.540. (2) The reactants are C1C=CC(P(C2C(C3C(P(C4C=CC=CC=4)C4C=CC=CC=4)=CC=C4C=3C=CC=C4)=C3C(C=CC=C3)=CC=2)C2C=CC=CC=2)=CC=1.Cl[C:48]1[CH:67]=[N:66][C:51]2[CH2:52][N:53]([CH2:63][C:64]#[N:65])[CH2:54][C@@H:55]([C:57]3[CH:62]=[CH:61][CH:60]=[CH:59][CH:58]=3)[O:56][C:50]=2[N:49]=1.[CH3:68][O:69][C:70]1[CH:71]=[C:72]([NH2:82])[CH:73]=[CH:74][C:75]=1[N:76]1[CH:80]=[C:79]([CH3:81])[N:78]=[CH:77]1. The catalyst is C1(C)C=CC=CC=1.C1C=CC(/C=C/C(/C=C/C2C=CC=CC=2)=O)=CC=1.C1C=CC(/C=C/C(/C=C/C2C=CC=CC=2)=O)=CC=1.C1C=CC(/C=C/C(/C=C/C2C=CC=CC=2)=O)=CC=1.[Pd].[Pd]. The product is [CH3:68][O:69][C:70]1[CH:71]=[C:72]([NH:82][C:48]2[CH:67]=[N:66][C:51]3[CH2:52][N:53]([CH2:63][C:64]#[N:65])[CH2:54][C@@H:55]([C:57]4[CH:62]=[CH:61][CH:60]=[CH:59][CH:58]=4)[O:56][C:50]=3[N:49]=2)[CH:73]=[CH:74][C:75]=1[N:76]1[CH:80]=[C:79]([CH3:81])[N:78]=[CH:77]1. The yield is 0.430. (3) The yield is 0.660. The catalyst is CO.[OH-].[Na+]. The product is [Cl:27][C:20]1[CH:19]=[CH:18][C:17]([C:15]([C:12]2[CH:13]=[CH:14][NH:10][CH:11]=2)=[O:16])=[CH:22][C:21]=1[S:23]([NH2:26])(=[O:24])=[O:25]. The reactants are C1(S([N:10]2[CH:14]=[CH:13][C:12]([C:15]([C:17]3[CH:18]=[CH:19][C:20]([Cl:27])=[C:21]([S:23]([NH2:26])(=[O:25])=[O:24])[CH:22]=3)=[O:16])=[CH:11]2)(=O)=O)C=CC=CC=1. (4) The product is [Br:12][CH2:13][C:14]([NH:5][C:4]1[C:6]([Br:10])=[CH:7][C:8]([Br:9])=[C:2]([CH3:1])[C:3]=1[Br:11])=[O:15]. The catalyst is C1(C)C=CC=CC=1. The reactants are [CH3:1][C:2]1[C:3]([Br:11])=[C:4]([C:6]([Br:10])=[CH:7][C:8]=1[Br:9])[NH2:5].[Br:12][CH2:13][C:14](Cl)=[O:15]. The yield is 0.490. (5) The reactants are O=C(CC)CO[S:5]([C:8]1[CH:13]=[CH:12]C(C)=C[CH:9]=1)(=O)=O.[C:17]([CH2:19][C:20]([O:22][CH2:23][CH3:24])=[O:21])#[N:18].[S-2].[Na+].[Na+].C(N(CC)CC)C. The catalyst is CCO.O. The product is [CH2:23]([O:22][C:20]([C:19]1[CH:9]=[C:8]([CH2:13][CH3:12])[S:5][C:17]=1[NH2:18])=[O:21])[CH3:24]. The yield is 0.250. (6) The reactants are FC(F)(F)C(O)=O.[CH3:8][C:9]1[CH:18]=[C:17]2[C:12]([N:13]=[CH:14][C:15]([NH2:19])=[N:16]2)=[CH:11][CH:10]=1.C(N(CC)CC)C.[C:27](N1C=CC=CC1=O)(N1C=CC=CC1=O)=[S:28]. The catalyst is C(Cl)Cl. The product is [N:19]([C:15]1[CH:14]=[N:13][C:12]2[C:17](=[CH:18][C:9]([CH3:8])=[CH:10][CH:11]=2)[N:16]=1)=[C:27]=[S:28]. The yield is 0.460. (7) The product is [CH3:21][C:3]1[C:4]([C:13]2[CH:14]=[CH:15][C:16](=[O:20])[N:17]([CH3:19])[CH:18]=2)=[N:5][N:6]([C:7]2[CH:8]=[CH:9][CH:10]=[CH:11][CH:12]=2)[C:2]=1[NH:1][C:25](=[O:26])[O:27][C:28]1[CH:33]=[CH:32][CH:31]=[CH:30][CH:29]=1. The yield is 1.00. The reactants are [NH2:1][C:2]1[N:6]([C:7]2[CH:12]=[CH:11][CH:10]=[CH:9][CH:8]=2)[N:5]=[C:4]([C:13]2[CH:14]=[CH:15][C:16](=[O:20])[N:17]([CH3:19])[CH:18]=2)[C:3]=1[CH3:21].[OH-].[Na+].Cl[C:25]([O:27][C:28]1[CH:33]=[CH:32][CH:31]=[CH:30][CH:29]=1)=[O:26]. The catalyst is CCOC(C)=O.